From a dataset of Full USPTO retrosynthesis dataset with 1.9M reactions from patents (1976-2016). Predict the reactants needed to synthesize the given product. (1) Given the product [Br:11][C:6]1[CH:7]=[C:8]([CH2:9][NH:19][CH2:20][CH2:21][CH2:22][N:23]2[CH2:28][CH2:27][O:26][CH2:25][CH2:24]2)[C:3]([NH2:2])=[N:4][CH:5]=1, predict the reactants needed to synthesize it. The reactants are: Br.[NH2:2][C:3]1[C:8]([CH:9]=O)=[CH:7][C:6]([Br:11])=[CH:5][N:4]=1.C(N(CC)CC)C.[NH2:19][CH2:20][CH2:21][CH2:22][N:23]1[CH2:28][CH2:27][O:26][CH2:25][CH2:24]1.[BH4-].[Na+]. (2) Given the product [C:13]1([C@H:11]2[CH2:12][NH:8][CH2:9][C@@H:10]2[CH2:19][OH:20])[CH:14]=[CH:15][CH:16]=[CH:17][CH:18]=1, predict the reactants needed to synthesize it. The reactants are: C([N:8]1[CH2:12][C@H:11]([C:13]2[CH:18]=[CH:17][CH:16]=[CH:15][CH:14]=2)[C@@H:10]([CH2:19][OH:20])[CH2:9]1)C1C=CC=CC=1.C([O-])=O.[NH4+].N.